From a dataset of Peptide-MHC class I binding affinity with 185,985 pairs from IEDB/IMGT. Regression. Given a peptide amino acid sequence and an MHC pseudo amino acid sequence, predict their binding affinity value. This is MHC class I binding data. (1) The peptide sequence is RYNLPTMCDI. The MHC is HLA-A29:02 with pseudo-sequence HLA-A29:02. The binding affinity (normalized) is 0.208. (2) The peptide sequence is RYPKTFGW. The binding affinity (normalized) is 0.391. The MHC is Mamu-B52 with pseudo-sequence Mamu-B52. (3) The peptide sequence is YVASYLLAA. The MHC is HLA-A02:06 with pseudo-sequence HLA-A02:06. The binding affinity (normalized) is 0.992. (4) The peptide sequence is GHFPLQHAL. The MHC is HLA-A29:02 with pseudo-sequence HLA-A29:02. The binding affinity (normalized) is 0.0847. (5) The peptide sequence is RVVDLYIGR. The MHC is HLA-A02:03 with pseudo-sequence HLA-A02:03. The binding affinity (normalized) is 0.453. (6) The peptide sequence is SLRRELSGY. The MHC is HLA-A26:01 with pseudo-sequence HLA-A26:01. The binding affinity (normalized) is 0.524.